From a dataset of Full USPTO retrosynthesis dataset with 1.9M reactions from patents (1976-2016). Predict the reactants needed to synthesize the given product. (1) Given the product [Cl:1][C:2]1[C:11]2[C:6](=[CH:7][CH:8]=[CH:9][CH:10]=2)[CH:5]=[CH:4][C:3]=1[CH2:12][CH2:13][CH2:14][NH:15][CH2:22][C:20]1[O:21][C:17]([CH3:16])=[CH:18][CH:19]=1, predict the reactants needed to synthesize it. The reactants are: [Cl:1][C:2]1[C:11]2[C:6](=[CH:7][CH:8]=[CH:9][CH:10]=2)[CH:5]=[CH:4][C:3]=1[CH2:12][CH2:13][CH2:14][NH2:15].[CH3:16][C:17]1[O:21][C:20]([CH:22]=O)=[CH:19][CH:18]=1. (2) Given the product [CH:20]1([C:23]2[CH:24]=[C:25]([NH:26][C:16](=[O:18])[CH2:15][C:3]3[N:2]([CH3:1])[C:7](=[O:8])[CH:6]=[C:5]([N:9]4[CH2:10][CH2:11][O:12][CH2:13][CH2:14]4)[N:4]=3)[CH:27]=[CH:28][C:29]=2[F:30])[CH2:22][CH2:21]1, predict the reactants needed to synthesize it. The reactants are: [CH3:1][N:2]1[C:7](=[O:8])[CH:6]=[C:5]([N:9]2[CH2:14][CH2:13][O:12][CH2:11][CH2:10]2)[N:4]=[C:3]1[CH2:15][C:16]([O-:18])=O.[Na+].[CH:20]1([C:23]2[CH:24]=[C:25]([CH:27]=[CH:28][C:29]=2[F:30])[NH2:26])[CH2:22][CH2:21]1.Cl.CN(C)CCCN=C=NCC. (3) Given the product [CH2:1]([O:8][C:9]1[C:10]([O:20][CH3:21])=[C:11]([C:14]([N+:17]([O-:19])=[O:18])=[CH:15][CH:16]=1)[CH:12]=[O:13])[C:2]1[CH:3]=[CH:4][CH:5]=[CH:6][CH:7]=1, predict the reactants needed to synthesize it. The reactants are: [CH2:1]([O:8][C:9]1[C:10]([OH:20])=[C:11]([C:14]([N+:17]([O-:19])=[O:18])=[CH:15][CH:16]=1)[CH:12]=[O:13])[C:2]1[CH:7]=[CH:6][CH:5]=[CH:4][CH:3]=1.[C:21](=O)([O-])[O-].[K+].[K+].CI.O. (4) Given the product [CH2:66]([O:65][C:62]1[CH:61]=[CH:60][C:59]([CH2:58][C@H:53]([NH:52][C:21]([C@@H:11](/[CH:10]=[CH:9]/[CH2:8][CH2:7][CH2:6][CH2:5][CH2:4][CH2:3][C:2]([F:1])([F:51])[CH2:44][CH2:45][CH2:46][CH2:47][CH2:48][CH2:49][CH3:50])[C@@:12]([OH:20])([CH2:16][CH2:17][O:18][CH3:19])[C:13]([O:15][C:11]([CH3:21])([CH3:12])[CH3:10])=[O:14])=[O:22])[C:54]([O:56][CH3:57])=[O:55])=[CH:64][CH:63]=1)[C:67]#[C:68][CH3:69], predict the reactants needed to synthesize it. The reactants are: [F:1][C:2]([F:51])([CH2:44][CH2:45][CH2:46][CH2:47][CH2:48][CH2:49][CH3:50])[CH2:3][CH2:4][CH2:5][CH2:6][CH2:7][CH2:8]/[CH:9]=[CH:10]/[C@H:11]([C:21](N1[C@@H](C(C)C)C(C2C=CC=CC=2)(C2C=CC=CC=2)SC1=O)=[O:22])[C@@:12]([OH:20])([CH2:16][CH2:17][O:18][CH3:19])[C:13]([O-:15])=[O:14].[NH2:52][C@@H:53]([CH2:58][C:59]1[CH:64]=[CH:63][C:62]([O:65][CH2:66][C:67]#[C:68][CH3:69])=[CH:61][CH:60]=1)[C:54]([O:56][CH3:57])=[O:55].